From a dataset of Reaction yield outcomes from USPTO patents with 853,638 reactions. Predict the reaction yield, written as a fraction of the theoretical maximum amount of product (1.0 means a 100% yield; for example, 0.34 means a 34% yield). (1) The reactants are C1COCC1.[N:6]1[CH:11]=[CH:10][CH:9]=[C:8]([CH:12]=[N:13][OH:14])[CH:7]=1.ClN1C(=O)CCC1=O.[CH3:23][Si:24]([CH3:32])([CH3:31])[C:25]#[C:26][Si:27]([CH3:30])([CH3:29])[CH3:28]. The catalyst is C(OCC)(=O)C.C(N(CC)CC)C. The product is [CH3:23][Si:24]([CH3:32])([CH3:31])[C:25]1[C:12]([C:8]2[CH:7]=[N:6][CH:11]=[CH:10][CH:9]=2)=[N:13][O:14][C:26]=1[Si:27]([CH3:30])([CH3:29])[CH3:28]. The yield is 0.170. (2) The reactants are [F-].C([N+](CCCC)(CCCC)CCCC)CCC.[CH3:19][O:20][C:21]1[N:26]=[C:25]([C:27]2[CH:34]=[CH:33][C:30]([CH:31]=[O:32])=[CH:29][CH:28]=2)[CH:24]=[CH:23][CH:22]=1.[F:35][C:36]([Si](C)(C)C)([F:38])[F:37].Cl. The catalyst is C1COCC1. The product is [CH3:19][O:20][C:21]1[N:26]=[C:25]([C:27]2[CH:34]=[CH:33][C:30]([CH:31]([OH:32])[C:36]([F:38])([F:37])[F:35])=[CH:29][CH:28]=2)[CH:24]=[CH:23][CH:22]=1. The yield is 0.900. (3) The reactants are [NH2:1][C:2]1[C:11]([N+:12]([O-])=O)=[CH:10][C:5]([C:6]([O:8][CH3:9])=[O:7])=[CH:4][C:3]=1[Br:15].[Sn](Cl)Cl.C(=O)(O)[O-].[Na+]. The catalyst is CO. The product is [NH2:12][C:11]1[CH:10]=[C:5]([CH:4]=[C:3]([Br:15])[C:2]=1[NH2:1])[C:6]([O:8][CH3:9])=[O:7]. The yield is 0.580. (4) The reactants are [H-].[Na+].[NH:3]1[C:11]2[C:6](=[CH:7][C:8]([O:12][C:13]3[CH:18]=[CH:17][N:16]=[C:15]([NH2:19])[CH:14]=3)=[CH:9][CH:10]=2)[CH:5]=[CH:4]1.[CH2:20]([NH:22][C:23](=O)[O:24]C1C=CC=CC=1)[CH3:21]. The catalyst is CN(C)C=O. The product is [CH2:20]([NH:22][C:23]([N:3]1[C:11]2[C:6](=[CH:7][C:8]([O:12][C:13]3[CH:18]=[CH:17][N:16]=[C:15]([NH2:19])[CH:14]=3)=[CH:9][CH:10]=2)[CH:5]=[CH:4]1)=[O:24])[CH3:21]. The yield is 0.803. (5) The reactants are [OH-:1].[Na+].[OH:3][C:4]1[C:9](=[O:10])[CH:8]=[CH:7][O:6][CH:5]=1.[CH2:11]=O. The catalyst is O.CO. The product is [OH:1][CH2:11][C:5]1[O:6][CH:7]=[CH:8][C:9](=[O:10])[C:4]=1[OH:3]. The yield is 0.854. (6) The reactants are C(N(CC)CC)C.CN(C=O)C.[C:13]1([S:19]([N:22]2[CH:26]=[C:25](I)[C:24]([C:28]3[CH:29]=[N:30][CH:31]=[CH:32][CH:33]=3)=[N:23]2)(=[O:21])=[O:20])[CH:18]=[CH:17][CH:16]=[CH:15][CH:14]=1.[CH:34]#[C:35][CH2:36][CH2:37][CH2:38][CH3:39]. The catalyst is C(OCC)(=O)C.[Cu]I.C1C=CC(P(C2C=CC=CC=2)C2C=CC=CC=2)=CC=1.C1C=CC(P(C2C=CC=CC=2)C2C=CC=CC=2)=CC=1.Cl[Pd]Cl. The product is [C:13]1([S:19]([N:22]2[CH:26]=[C:25]([C:34]#[C:35][CH2:36][CH2:37][CH2:38][CH3:39])[C:24]([C:28]3[CH:29]=[N:30][CH:31]=[CH:32][CH:33]=3)=[N:23]2)(=[O:21])=[O:20])[CH:18]=[CH:17][CH:16]=[CH:15][CH:14]=1. The yield is 0.770. (7) The reactants are [Cl:1][C:2]1[N:3]=[CH:4][NH:5][CH:6]=1.[F:7][C:8]1[CH:13]=[C:12]([N+:14]([O-:16])=[O:15])[CH:11]=[C:10]([O:17][CH3:18])[C:9]=1F.C(=O)([O-])[O-].[Cs+].[Cs+]. The catalyst is C(#N)C. The product is [Cl:1][C:2]1[N:3]=[CH:4][N:5]([C:9]2[C:10]([O:17][CH3:18])=[CH:11][C:12]([N+:14]([O-:16])=[O:15])=[CH:13][C:8]=2[F:7])[CH:6]=1. The yield is 0.220.